From a dataset of Full USPTO retrosynthesis dataset with 1.9M reactions from patents (1976-2016). Predict the reactants needed to synthesize the given product. (1) Given the product [Br:23][CH2:22][CH2:21][CH2:20][CH2:19][CH2:18][C:2]([CH3:4])([CH3:3])[C:1]([O:6][CH2:7][CH3:8])=[O:5], predict the reactants needed to synthesize it. The reactants are: [C:1]([O:6][CH2:7][CH3:8])(=[O:5])[CH:2]([CH3:4])[CH3:3].[Li+].CC([N-]C(C)C)C.Br[CH2:18][CH2:19][CH2:20][CH2:21][CH2:22][Br:23].[NH4+].[Cl-].Cl. (2) Given the product [CH2:20]([O:19][C:14]1[CH:15]=[CH:16][CH:17]=[C:18]2[C:13]=1[C:12](=[O:27])[N:11]1[CH2:28][CH2:29][NH:8][CH2:9][CH:10]12)[C:21]1[CH:22]=[CH:23][CH:24]=[CH:25][CH:26]=1, predict the reactants needed to synthesize it. The reactants are: C(OC([N:8]1[CH2:29][CH2:28][N:11]2[C:12](=[O:27])[C:13]3[C:18]([CH:10]2[CH2:9]1)=[CH:17][CH:16]=[CH:15][C:14]=3[O:19][CH2:20][C:21]1[CH:26]=[CH:25][CH:24]=[CH:23][CH:22]=1)=O)(C)(C)C.Cl. (3) Given the product [O:19]1[CH2:20][CH2:21][CH2:22][CH2:23][CH:18]1[O:17][CH2:16][C@@H:12]1[CH2:13][CH2:14][CH2:15][NH:11]1, predict the reactants needed to synthesize it. The reactants are: C(OC([N:11]1[CH2:15][CH2:14][CH2:13][C@H:12]1[CH2:16][O:17][CH:18]1[CH2:23][CH2:22][CH2:21][CH2:20][O:19]1)=O)C1C=CC=CC=1. (4) Given the product [CH2:19]1[CH2:20][CH:18]1[CH:16]1[C:15](=[O:21])[NH:14][C:13]2[CH:22]=[C:9]([NH:8][C:6]3[C:5]([F:23])=[CH:4][N:3]=[C:2]([NH:28][C:27]4[CH:29]=[CH:30][CH:31]=[C:25]([OH:24])[CH:26]=4)[N:7]=3)[CH:10]=[CH:11][C:12]=2[O:17]1, predict the reactants needed to synthesize it. The reactants are: Cl[C:2]1[N:7]=[C:6]([NH:8][C:9]2[CH:10]=[CH:11][C:12]3[O:17][CH:16]([CH:18]4[CH2:20][CH2:19]4)[C:15](=[O:21])[NH:14][C:13]=3[CH:22]=2)[C:5]([F:23])=[CH:4][N:3]=1.[OH:24][C:25]1[CH:26]=[C:27]([CH:29]=[CH:30][CH:31]=1)[NH2:28]. (5) Given the product [F:30][C:27]1[CH:26]=[CH:25][C:24]([C:16]2[C:17]([C:18]3[CH:19]=[CH:20][N:21]=[CH:22][CH:23]=3)=[C:16]([C:24]3[CH:29]=[CH:28][C:27]([F:30])=[CH:26][CH:25]=3)[N:3]3[N:4]=[C:5]([CH3:7])[CH:6]=[C:2]3[N:1]=2)=[CH:29][CH:28]=1, predict the reactants needed to synthesize it. The reactants are: [NH2:1][C:2]1[NH:3][N:4]=[C:5]([CH3:7])[CH:6]=1.FC1C=CC(C(O[C:16]([C:24]2[CH:29]=[CH:28][C:27]([F:30])=[CH:26][CH:25]=2)=[CH:17][C:18]2[CH:23]=[CH:22][N:21]=[CH:20][CH:19]=2)=O)=CC=1. (6) Given the product [O:1]1[C:5]2[CH:6]=[CH:7][C:8]([C:10]3[S:11][CH:12]=[C:13]([C:15]([NH:26][C:23]4[N:22]=[C:21]([CH2:20][O:19][CH3:18])[O:25][N:24]=4)=[O:17])[N:14]=3)=[CH:9][C:4]=2[CH2:3][CH2:2]1, predict the reactants needed to synthesize it. The reactants are: [O:1]1[C:5]2[CH:6]=[CH:7][C:8]([C:10]3[S:11][CH:12]=[C:13]([C:15]([OH:17])=O)[N:14]=3)=[CH:9][C:4]=2[CH2:3][CH2:2]1.[CH3:18][O:19][CH2:20][C:21]1[O:25][N:24]=[C:23]([NH2:26])[N:22]=1. (7) Given the product [CH:18]1([C:12]2([CH3:17])[C:13](=[O:14])[NH:9][N:10]=[C:11]2[CH2:24][CH3:25])[CH2:23][CH2:22][CH2:21][CH2:20][CH2:19]1, predict the reactants needed to synthesize it. The reactants are: C([NH:9][NH:10][CH:11]([CH2:24][CH3:25])[C:12]([CH:18]1[CH2:23][CH2:22][CH2:21][CH2:20][CH2:19]1)([CH3:17])[C:13](OC)=[O:14])(=O)C1C=CC=CC=1.C[O-].[Na+]. (8) Given the product [OH:1][CH2:2][CH2:3][NH:4][C:5]([N:7]1[CH2:12][CH2:11][CH:10]([C:13]2[CH:18]=[CH:17][C:16]([NH:19][C:20]([C:22]3[NH:23][CH:24]=[C:25]([C:27]#[N:28])[N:26]=3)=[O:21])=[C:15]([C:37]3[CH2:42][CH2:41][CH2:40][CH2:39][CH:38]=3)[CH:14]=2)[CH2:9][CH2:8]1)=[O:6], predict the reactants needed to synthesize it. The reactants are: [OH:1][CH2:2][CH2:3][NH:4][C:5]([N:7]1[CH2:12][CH2:11][CH:10]([C:13]2[CH:18]=[CH:17][C:16]([NH:19][C:20]([C:22]3[N:23](COCC[Si](C)(C)C)[CH:24]=[C:25]([C:27]#[N:28])[N:26]=3)=[O:21])=[C:15]([C:37]3[CH2:42][CH2:41][CH2:40][CH2:39][CH:38]=3)[CH:14]=2)[CH2:9][CH2:8]1)=[O:6].CCO.C(O)(C(F)(F)F)=O. (9) Given the product [NH2:1][C@H:2]([C:8]([OH:10])=[O:9])[CH2:3][CH2:4][CH2:5][NH2:6].[NH2:1][C@H:2]([C:8]([OH:10])=[O:9])[CH2:3][CH2:4][C:5](=[O:7])[NH2:6].[OH:11][CH2:12][C:13]([C@H:15]([C@@H:17]([C@@H:19]([CH2:21][OH:22])[OH:20])[OH:18])[OH:16])=[O:14], predict the reactants needed to synthesize it. The reactants are: [NH2:1][C@H:2]([C:8]([OH:10])=[O:9])[CH2:3][CH2:4][C:5](=[O:7])[NH2:6].[OH:11][CH2:12][C:13]([C@H:15]([C@@H:17]([C@@H:19]([CH2:21][OH:22])[OH:20])[OH:18])[OH:16])=[O:14]. (10) Given the product [F:1][C:2]1[CH:7]=[CH:6][CH:5]=[C:4]([F:8])[C:3]=1[NH:9][C:10](=[O:27])[NH:11][C:12]1[CH:17]=[CH:16][C:15]([C:18]2[CH:22]=[C:21]([C:23]([NH:48][CH:47]([CH3:49])[C:46]([O:45][CH3:44])=[O:50])=[O:24])[O:20][N:19]=2)=[CH:14][C:13]=1[CH3:26], predict the reactants needed to synthesize it. The reactants are: [F:1][C:2]1[CH:7]=[CH:6][CH:5]=[C:4]([F:8])[C:3]=1[NH:9][C:10](=[O:27])[NH:11][C:12]1[CH:17]=[CH:16][C:15]([C:18]2[CH:22]=[C:21]([C:23](O)=[O:24])[O:20][N:19]=2)=[CH:14][C:13]=1[CH3:26].CN1CCOCC1.C(OC(Cl)=O)C(C)C.Cl.[CH3:44][O:45][C:46](=[O:50])[C@H:47]([CH3:49])[NH2:48].CCN(CC)CC.